Dataset: Forward reaction prediction with 1.9M reactions from USPTO patents (1976-2016). Task: Predict the product of the given reaction. (1) Given the reactants CO[CH:3](OC)[N:4]([CH3:6])[CH3:5].[Br:9][C:10]1[CH:11]=[C:12]([C:16](=[O:24])[CH2:17][C:18]2[CH:23]=[CH:22][N:21]=[CH:20][CH:19]=2)[CH:13]=[CH:14][CH:15]=1, predict the reaction product. The product is: [Br:9][C:10]1[CH:11]=[C:12]([C:16](=[O:24])/[C:17](/[C:18]2[CH:19]=[CH:20][N:21]=[CH:22][CH:23]=2)=[CH:3]/[N:4]([CH3:5])[CH3:6])[CH:13]=[CH:14][CH:15]=1. (2) The product is: [N+:17](=[CH:19][C:14]([C:6]1[C:7]2[C:12](=[CH:11][CH:10]=[CH:9][CH:8]=2)[CH:13]=[C:4]([N+:1]([O-:3])=[O:2])[CH:5]=1)=[O:15])=[N-:18]. Given the reactants [N+:1]([C:4]1[CH:5]=[C:6]([C:14](Cl)=[O:15])[C:7]2[C:12]([CH:13]=1)=[CH:11][CH:10]=[CH:9][CH:8]=2)([O-:3])=[O:2].[N+:17](=[CH2:19])=[N-:18].CC(O)=O, predict the reaction product. (3) Given the reactants [C:1]([C:3](=[N:8][OH:9])[C:4]([O:6][CH3:7])=[O:5])#[N:2].[CH2:10](Br)[CH2:11][CH2:12][CH3:13].C(=O)([O-])[O-].[K+].[K+].CN(C=O)C, predict the reaction product. The product is: [CH2:10]([O:9][N:8]=[C:3]([C:1]#[N:2])[C:4]([O:6][CH3:7])=[O:5])[CH2:11][CH2:12][CH3:13]. (4) The product is: [Cl:1][C:2]1[CH:7]=[CH:6][C:5]([CH:8]([C:10]2[CH:15]=[CH:14][C:13]([Cl:16])=[CH:12][CH:11]=2)[N:18]2[CH2:19][CH:20]3[CH:21]([CH2:22][NH:23][CH2:24]3)[CH2:17]2)=[CH:4][CH:3]=1. Given the reactants [Cl:1][C:2]1[CH:7]=[CH:6][C:5]([CH:8]([C:10]2[CH:15]=[CH:14][C:13]([Cl:16])=[CH:12][CH:11]=2)O)=[CH:4][CH:3]=1.[CH2:17]1[CH:21]2[CH2:22][NH:23][CH2:24][CH:20]2[CH2:19][N:18]1C(OC(C)(C)C)=O, predict the reaction product.